Dataset: Reaction yield outcomes from USPTO patents with 853,638 reactions. Task: Predict the reaction yield, written as a fraction of the theoretical maximum amount of product (1.0 means a 100% yield; for example, 0.34 means a 34% yield). (1) The reactants are CCN(C(C)C)C(C)C.[Cl:10][C:11]1[S:15][C:14]([C:16]2[NH:20][N:19]=[C:18]([C:21]([OH:23])=O)[CH:17]=2)=[CH:13][CH:12]=1.C1(C2NN=C(C(O)=O)C=2)C=CC=CC=1.C(C1SC(Cl)=CC=1)(=O)C.C1C=CC2N(O)N=NC=2C=1.CCN=C=NCCCN(C)C.Cl.Cl.[NH2:70][CH2:71][C:72]([N:74]1[CH2:79][CH2:78][CH:77]([O:80][C:81]2[CH:86]=[CH:85][CH:84]=[C:83]([C:87]([F:90])([F:89])[F:88])[CH:82]=2)[CH2:76][CH2:75]1)=[O:73]. The catalyst is CN(C=O)C.O. The product is [O:73]=[C:72]([N:74]1[CH2:75][CH2:76][CH:77]([O:80][C:81]2[CH:86]=[CH:85][CH:84]=[C:83]([C:87]([F:90])([F:88])[F:89])[CH:82]=2)[CH2:78][CH2:79]1)[CH2:71][NH:70][C:21]([C:18]1[CH:17]=[C:16]([C:14]2[S:15][C:11]([Cl:10])=[CH:12][CH:13]=2)[NH:20][N:19]=1)=[O:23]. The yield is 0.651. (2) The reactants are CC1C=CC=C(C)C=1OCC1C(COC2C=C3C(=CC=2)N(CC2C=C(C=CC=2)C(O)=O)C=C3)=C(C(C)C)ON=1.[Br:40][C:41]1[CH:46]=[CH:45][CH:44]=[C:43]([Br:47])[C:42]=1[O:48][CH2:49][C:50]1[C:54]([CH2:55][O:56][C:57]2[CH:58]=[C:59]3[C:63](=[CH:64][CH:65]=2)[N:62]([CH2:66][C:67]2[CH:68]=[C:69]([CH:74]=[CH:75][CH:76]=2)[C:70]([O:72]C)=[O:71])[CH:61]=[CH:60]3)=[C:53]([CH:77]([CH3:79])[CH3:78])[O:52][N:51]=1.[OH-].[Na+].Cl. No catalyst specified. The product is [Br:47][C:43]1[CH:44]=[CH:45][CH:46]=[C:41]([Br:40])[C:42]=1[O:48][CH2:49][C:50]1[C:54]([CH2:55][O:56][C:57]2[CH:58]=[C:59]3[C:63](=[CH:64][CH:65]=2)[N:62]([CH2:66][C:67]2[CH:68]=[C:69]([CH:74]=[CH:75][CH:76]=2)[C:70]([OH:72])=[O:71])[CH:61]=[CH:60]3)=[C:53]([CH:77]([CH3:79])[CH3:78])[O:52][N:51]=1. The yield is 0.690. (3) The reactants are [F:1][C:2]1[CH:3]=[CH:4][C:5]2[N:6]([CH:8]=[C:9]([C:11]([NH:13][C@H:14]3[CH2:19][CH2:18][C@@H:17]([N:20]4[C:25](=[O:26])[C:24]5[CH:27]=[C:28]([F:31])[CH:29]=[N:30][C:23]=5[N:22]([C:32]5[CH:33]=[C:34]([C:38]6[CH:43]=[CH:42][C:41](C=O)=[CH:40][CH:39]=6)[CH:35]=[CH:36][CH:37]=5)[C:21]4=[O:46])[CH2:16][CH2:15]3)=[O:12])[N:10]=2)[CH:7]=1.[C:47]([NH:54][CH2:55][CH2:56][NH:57][CH3:58])([O:49][C:50]([CH3:53])([CH3:52])[CH3:51])=[O:48].[C:59](O[BH-](OC(=O)C)OC(=O)C)(=O)C.[Na+]. The catalyst is ClCCCl.ClCCl. The product is [F:31][C:28]1[CH:29]=[N:30][C:23]2[N:22]([C:32]3[CH:33]=[C:34]([C:38]4[CH:39]=[CH:40][C:41]([CH2:58][NH:57][CH2:56][CH2:55][N:54]([CH3:59])[C:47](=[O:48])[O:49][C:50]([CH3:51])([CH3:52])[CH3:53])=[CH:42][CH:43]=4)[CH:35]=[CH:36][CH:37]=3)[C:21](=[O:46])[N:20]([C@H:17]3[CH2:18][CH2:19][C@@H:14]([NH:13][C:11]([C:9]4[N:10]=[C:5]5[CH:4]=[CH:3][C:2]([F:1])=[CH:7][N:6]5[CH:8]=4)=[O:12])[CH2:15][CH2:16]3)[C:25](=[O:26])[C:24]=2[CH:27]=1. The yield is 1.00. (4) The reactants are [NH2:1][C:2]1[CH:19]=[CH:18][C:5]([O:6][C:7]2[C:12]3[N:13]=[CH:14][C:15](=[O:17])[NH:16][C:11]=3[N:10]=[CH:9][CH:8]=2)=[CH:4][C:3]=1[S:20][CH3:21].[F:22][C:23]1[CH:28]=[CH:27][C:26]([C:29]([F:32])([F:31])[F:30])=[CH:25][C:24]=1[N:33]=[C:34]=[O:35]. No catalyst specified. The product is [F:22][C:23]1[CH:28]=[CH:27][C:26]([C:29]([F:32])([F:31])[F:30])=[CH:25][C:24]=1[NH:33][C:34]([NH:1][C:2]1[CH:19]=[CH:18][C:5]([O:6][C:7]2[C:12]3[N:13]=[CH:14][C:15](=[O:17])[NH:16][C:11]=3[N:10]=[CH:9][CH:8]=2)=[CH:4][C:3]=1[S:20][CH3:21])=[O:35]. The yield is 0.620. (5) The reactants are [CH3:1][C:2]1[O:3][C:4]2[C:13]3[C:12](=[CH:14][CH2:15][NH:16][C:17](=[O:20])[CH2:18][CH3:19])[CH2:11][CH2:10][C:9]=3[CH:8]=[CH:7][C:5]=2[N:6]=1. The catalyst is CO.[C].[Pd]. The product is [CH3:1][C:2]1[O:3][C:4]2[C:13]3[CH:12]([CH2:14][CH2:15][NH:16][C:17](=[O:20])[CH2:18][CH3:19])[CH2:11][CH2:10][C:9]=3[CH:8]=[CH:7][C:5]=2[N:6]=1. The yield is 0.850. (6) The reactants are [Br:1][C:2]1[CH:3]=[C:4]2[C:9](=[CH:10][CH:11]=1)[S:8][CH2:7][CH2:6][C@@:5]12[C:16]([F:18])([F:17])[CH2:15][O:14][C:13]([NH2:19])=[N:12]1.C(N(CC)CC)C.[CH3:27][O:28][C:29]1[CH:50]=[CH:49][C:32]([C:33](Cl)([C:42]2[CH:47]=[CH:46][CH:45]=[CH:44][CH:43]=2)[C:34]2[CH:39]=[CH:38][C:37]([O:40][CH3:41])=[CH:36][CH:35]=2)=[CH:31][CH:30]=1. The catalyst is ClCCl. The product is [CH3:41][O:40][C:37]1[CH:36]=[CH:35][C:34]([C:33]([C:32]2[CH:31]=[CH:30][C:29]([O:28][CH3:27])=[CH:50][CH:49]=2)([C:42]2[CH:47]=[CH:46][CH:45]=[CH:44][CH:43]=2)[NH:19][C:13]2[O:14][CH2:15][C:16]([F:18])([F:17])[C@:5]3([N:12]=2)[C:4]2[C:9](=[CH:10][CH:11]=[C:2]([Br:1])[CH:3]=2)[S:8][CH2:7][CH2:6]3)=[CH:39][CH:38]=1. The yield is 0.920. (7) The reactants are [CH2:1]([C:4]1[S:31][C:7]2[N:8]=[C:9]([N:25]3[CH2:29][CH2:28][C@H:27]([NH2:30])[CH2:26]3)[N:10]=[C:11]([N:12]3[CH2:17][CH2:16][N:15]4[C:18]([C:21]([F:24])([F:23])[F:22])=[N:19][N:20]=[C:14]4[CH2:13]3)[C:6]=2[CH:5]=1)[CH2:2][CH3:3].C([NH:39][CH2:40][C:41](O)=[O:42])(OC(C)(C)C)=O.C(Cl)CCl.C1C=CC2N(O)N=NC=2C=1.C(N(C(C)C)CC)(C)C. The catalyst is CN(C)C=O. The product is [NH2:39][CH2:40][C:41]([NH:30][C@H:27]1[CH2:28][CH2:29][N:25]([C:9]2[N:10]=[C:11]([N:12]3[CH2:17][CH2:16][N:15]4[C:18]([C:21]([F:22])([F:23])[F:24])=[N:19][N:20]=[C:14]4[CH2:13]3)[C:6]3[CH:5]=[C:4]([CH2:1][CH2:2][CH3:3])[S:31][C:7]=3[N:8]=2)[CH2:26]1)=[O:42]. The yield is 0.860.